The task is: Predict the product of the given reaction.. This data is from Forward reaction prediction with 1.9M reactions from USPTO patents (1976-2016). Given the reactants [CH3:1][N:2]1[CH:6]2[CH2:7][N:8](C(OC(C)(C)C)=O)[CH2:9][CH:5]2[N:4]=[C:3]1[C:17]([F:20])([F:19])[F:18].Cl, predict the reaction product. The product is: [CH3:1][N:2]1[C:6]2[CH2:7][NH:8][CH2:9][C:5]=2[N:4]=[C:3]1[C:17]([F:19])([F:18])[F:20].